From a dataset of Peptide-MHC class I binding affinity with 185,985 pairs from IEDB/IMGT. Regression. Given a peptide amino acid sequence and an MHC pseudo amino acid sequence, predict their binding affinity value. This is MHC class I binding data. The peptide sequence is FLKNRFEAL. The MHC is HLA-A31:01 with pseudo-sequence HLA-A31:01. The binding affinity (normalized) is 0.0847.